This data is from Forward reaction prediction with 1.9M reactions from USPTO patents (1976-2016). The task is: Predict the product of the given reaction. (1) The product is: [Br:20][C:18]1[CH:19]=[C:14]([NH:1][C:2]2[CH:12]=[C:5]3[CH2:6][N:7]([CH3:11])[C:8](=[O:10])[CH2:9][N:4]3[N:3]=2)[C:15](=[O:22])[N:16]([CH3:21])[CH:17]=1. Given the reactants [NH2:1][C:2]1[CH:12]=[C:5]2[CH2:6][N:7]([CH3:11])[C:8](=[O:10])[CH2:9][N:4]2[N:3]=1.Br[C:14]1[C:15](=[O:22])[N:16]([CH3:21])[CH:17]=[C:18]([Br:20])[CH:19]=1.C(=O)([O-])[O-].[Cs+].[Cs+].CC1(C)C2C(=C(P(C3C=CC=CC=3)C3C=CC=CC=3)C=CC=2)OC2C(P(C3C=CC=CC=3)C3C=CC=CC=3)=CC=CC1=2, predict the reaction product. (2) Given the reactants [CH2:1]([O:8][C:9]([NH:11][C:12]1[C:13]([C:29](O)=[O:30])=[N:14][C:15]2[C:20]([CH:21]=1)=[CH:19][CH:18]=[C:17]([N:22]1[CH2:27][CH2:26][O:25][CH2:24][C:23]1=[O:28])[CH:16]=2)=[O:10])[C:2]1[CH:7]=[CH:6][CH:5]=[CH:4][CH:3]=1.[NH2:32][C:33]1[CH:34]=[N:35][CH:36]=[CH:37][C:38]=1[N:39]1[CH2:44][C@H:43]([CH3:45])[CH2:42][C@H:41]([NH:46]C(=O)OC(C)(C)C)[CH2:40]1.CN(C(ON1N=NC2C=CC=NC1=2)=[N+](C)C)C.F[P-](F)(F)(F)(F)F.CCN(C(C)C)C(C)C, predict the reaction product. The product is: [CH2:1]([O:8][C:9](=[O:10])[NH:11][C:12]1[C:13]([C:29]([NH:32][C:33]2[CH:34]=[N:35][CH:36]=[CH:37][C:38]=2[N:39]2[CH2:44][C@H:43]([CH3:45])[CH2:42][C@H:41]([NH2:46])[CH2:40]2)=[O:30])=[N:14][C:15]2[C:20]([CH:21]=1)=[CH:19][CH:18]=[C:17]([N:22]1[CH2:27][CH2:26][O:25][CH2:24][C:23]1=[O:28])[CH:16]=2)[C:2]1[CH:7]=[CH:6][CH:5]=[CH:4][CH:3]=1. (3) Given the reactants [N:1]([CH2:4][C:5]([NH:7][C@H:8]([CH2:14][S:15][CH2:16][C:17]1[CH:22]=[CH:21][CH:20]=[C:19]([O:23]C2CCCCO2)[CH:18]=1)[C:9]([O:11][CH2:12][CH3:13])=[O:10])=[O:6])=[N+:2]=[N-:3].Cl, predict the reaction product. The product is: [N:1]([CH2:4][C:5]([NH:7][C@H:8]([CH2:14][S:15][CH2:16][C:17]1[CH:22]=[CH:21][CH:20]=[C:19]([OH:23])[CH:18]=1)[C:9]([O:11][CH2:12][CH3:13])=[O:10])=[O:6])=[N+:2]=[N-:3]. (4) Given the reactants [OH:1][C:2]1[CH:11]=[C:10]2[C:5]([C:6]([O:12][C:13]3[C:14]([CH3:23])=[N:15][C:16]4[C:21]([CH:22]=3)=[CH:20][CH:19]=[CH:18][N:17]=4)=[CH:7][CH:8]=[N:9]2)=[CH:4][C:3]=1[O:24][CH3:25].C(=O)([O-])[O-].[K+].[K+].Br[CH2:33][CH2:34][CH2:35][OH:36], predict the reaction product. The product is: [CH3:25][O:24][C:3]1[CH:4]=[C:5]2[C:10](=[CH:11][C:2]=1[O:1][CH2:33][CH2:34][CH2:35][OH:36])[N:9]=[CH:8][CH:7]=[C:6]2[O:12][C:13]1[C:14]([CH3:23])=[N:15][C:16]2[C:21]([CH:22]=1)=[CH:20][CH:19]=[CH:18][N:17]=2. (5) Given the reactants [CH:1]([C:4]1[CH:5]=[C:6]([CH:10]=[C:11]([C:13]2[CH:18]=[CH:17][C:16]([CH3:19])=[CH:15][N:14]=2)[CH:12]=1)[C:7]([OH:9])=O)([CH3:3])[CH3:2].[N:20]1[N:21]=[C:22]([C@@H:25]([NH2:27])[CH3:26])[NH:23][CH:24]=1.C(Cl)C[Cl:30].C1C=CC2N(O)N=NC=2C=1.C(N(CC)CC)C.FC(F)(F)C(O)=O, predict the reaction product. The product is: [ClH:30].[CH:1]([C:4]1[CH:5]=[C:6]([CH:10]=[C:11]([C:13]2[CH:18]=[CH:17][C:16]([CH3:19])=[CH:15][N:14]=2)[CH:12]=1)[C:7]([NH:27][C@H:25]([C:22]1[NH:23][CH:24]=[N:20][N:21]=1)[CH3:26])=[O:9])([CH3:2])[CH3:3]. (6) Given the reactants C([O:3][C:4](=[O:17])[CH2:5][C@@H:6]([NH:13]C(=O)C)[C@H:7]([CH3:12])[C@H:8]([CH3:11])[CH2:9][CH3:10])C.[ClH:18], predict the reaction product. The product is: [ClH:18].[NH2:13][C@@H:6]([C@H:7]([CH3:12])[C@H:8]([CH3:11])[CH2:9][CH3:10])[CH2:5][C:4]([OH:17])=[O:3]. (7) Given the reactants [Br:1][CH2:2][CH2:3][CH2:4][CH2:5][CH2:6][CH2:7][CH2:8][CH2:9][CH2:10][CH2:11][CH2:12][CH2:13][CH2:14][CH2:15][C:16]([OH:18])=[O:17].N#N.[C:21](OC(O[C:21]([CH3:24])([CH3:23])[CH3:22])N(C)C)([CH3:24])([CH3:23])[CH3:22], predict the reaction product. The product is: [C:21]([O:17][C:16](=[O:18])[CH2:15][CH2:14][CH2:13][CH2:12][CH2:11][CH2:10][CH2:9][CH2:8][CH2:7][CH2:6][CH2:5][CH2:4][CH2:3][CH2:2][Br:1])([CH3:24])([CH3:23])[CH3:22].